Predict the reaction yield, written as a fraction of the theoretical maximum amount of product (1.0 means a 100% yield; for example, 0.34 means a 34% yield). From a dataset of Reaction yield outcomes from USPTO patents with 853,638 reactions. (1) The reactants are C([N:8]1[C@H:22]([CH3:23])[CH2:21][N:11]2[C:12](=[O:20])[C:13]3[CH:14]=[CH:15][CH:16]=[CH:17][C:18]=3[CH2:19][C@@H:10]2[CH2:9]1)C1C=CC=CC=1.[H][H]. The catalyst is [Pd].CO. The product is [CH3:23][C@@H:22]1[CH2:21][N:11]2[C:12](=[O:20])[C:13]3[CH:14]=[CH:15][CH:16]=[CH:17][C:18]=3[CH2:19][C@@H:10]2[CH2:9][NH:8]1. The yield is 0.830. (2) The reactants are [F:1][C:2]([P:8]([C:12]([F:18])([F:17])[C:13]([F:16])([F:15])[F:14])(=[O:11])[O:9]C)([F:7])[C:3]([F:6])([F:5])[F:4].[CH2:19]([N:23]1[CH2:27][CH2:26][CH2:25][CH2:24]1)[CH2:20][CH2:21][CH3:22]. The catalyst is CCCCCC. The product is [F:7][C:2]([P:8]([C:12]([F:17])([F:18])[C:13]([F:16])([F:15])[F:14])(=[O:9])[O-:11])([F:1])[C:3]([F:6])([F:5])[F:4].[CH2:19]([N+:23]1([CH3:2])[CH2:27][CH2:26][CH2:25][CH2:24]1)[CH2:20][CH2:21][CH3:22]. The yield is 0.960. (3) The reactants are [N+:1]([O-:4])(O)=[O:2].[F:5][C:6]1[CH:13]=[C:12]([O:14][CH3:15])[CH:11]=[C:10]([F:16])[C:7]=1[CH:8]=[O:9]. The catalyst is S(=O)(=O)(O)O. The product is [F:5][C:6]1[C:13]([N+:1]([O-:4])=[O:2])=[C:12]([O:14][CH3:15])[CH:11]=[C:10]([F:16])[C:7]=1[CH:8]=[O:9]. The yield is 1.00. (4) The reactants are Br[C:2]1[S:6][C:5]([C:7]2[CH:8]=[CH:9][C:10]([F:15])=[C:11]([CH:14]=2)[C:12]#[N:13])=[N:4][N:3]=1.[C:16]([Si:20]([CH3:41])([CH3:40])[O:21][C@@H:22]1[C:30]2[C:25](=[C:26](B3OC(C)(C)C(C)(C)O3)[CH:27]=[CH:28][CH:29]=2)[CH2:24][CH2:23]1)([CH3:19])([CH3:18])[CH3:17].C(=O)([O-])[O-].[K+].[K+]. The catalyst is COCCOC.O. The product is [Si:20]([O:21][C@@H:22]1[C:30]2[C:25](=[C:26]([C:2]3[S:6][C:5]([C:7]4[CH:8]=[CH:9][C:10]([F:15])=[C:11]([CH:14]=4)[C:12]#[N:13])=[N:4][N:3]=3)[CH:27]=[CH:28][CH:29]=2)[CH2:24][CH2:23]1)([C:16]([CH3:19])([CH3:18])[CH3:17])([CH3:41])[CH3:40]. The yield is 0.440. (5) The reactants are [CH3:1][CH:2]1[CH2:10][C:9]2[C:4](=[C:5]([CH3:12])[CH:6]=[CH:7][C:8]=2[CH3:11])[C:3]1=[O:13].[BH4-].[Na+].CC(C)=O.[BH4-]. The catalyst is CCO. The product is [CH3:1][CH:2]1[CH2:10][C:9]2[C:4](=[C:5]([CH3:12])[CH:6]=[CH:7][C:8]=2[CH3:11])[CH:3]1[OH:13]. The yield is 1.00. (6) The reactants are FC(F)(F)C(O)=O.[NH2:8][C:9]1[N:14]=[C:13]([N:15]2[C:19]3[CH:20]=[C:21]([Br:24])[CH:22]=[CH:23][C:18]=3[N:17]=[C:16]2[O:25][CH:26]2[CH2:29][N:28](C(OC(C)(C)C)=O)[CH2:27]2)[CH:12]=[CH:11][N:10]=1.C(N(CC)CC)C. The catalyst is ClCCl. The product is [NH:28]1[CH2:27][CH:26]([O:25][C:16]2[N:15]([C:13]3[CH:12]=[CH:11][N:10]=[C:9]([NH2:8])[N:14]=3)[C:19]3[CH:20]=[C:21]([Br:24])[CH:22]=[CH:23][C:18]=3[N:17]=2)[CH2:29]1. The yield is 0.880. (7) The reactants are [F:1][C:2]1[C:3]([N+:36]([O-])=O)=[C:4]([NH:8][C:9]2[N:17]=[C:16]3[C:12]([N:13]=[C:14]([CH2:19][N:20]4[CH2:25][CH2:24][CH:23]([C:26]([OH:29])([CH3:28])[CH3:27])[CH2:22][CH2:21]4)[N:15]3[CH3:18])=[C:11]([N:30]3[CH2:35][CH2:34][O:33][CH2:32][CH2:31]3)[N:10]=2)[CH:5]=[CH:6][CH:7]=1. The catalyst is [Pd]. The product is [NH2:36][C:3]1[C:2]([F:1])=[CH:7][CH:6]=[CH:5][C:4]=1[NH:8][C:9]1[N:17]=[C:16]2[C:12]([N:13]=[C:14]([CH2:19][N:20]3[CH2:21][CH2:22][CH:23]([C:26]([OH:29])([CH3:28])[CH3:27])[CH2:24][CH2:25]3)[N:15]2[CH3:18])=[C:11]([N:30]2[CH2:35][CH2:34][O:33][CH2:32][CH2:31]2)[N:10]=1. The yield is 0.720.